Dataset: Forward reaction prediction with 1.9M reactions from USPTO patents (1976-2016). Task: Predict the product of the given reaction. (1) Given the reactants [CH3:1][C:2]1[N:3]=[C:4]([C:21]2[CH:26]=[CH:25][C:24]([C:27]([F:30])([F:29])[F:28])=[CH:23][CH:22]=2)[S:5][C:6]=1[CH2:7][NH:8][C:9]1[CH:14]=[CH:13][C:12]([C@@H:15]2[CH2:17][C@H:16]2[C:18]([OH:20])=O)=[CH:11][CH:10]=1.[CH3:31][N:32](C(ON1N=NC2C=CC=NC1=2)=[N+](C)C)[CH3:33].F[P-](F)(F)(F)(F)F.CNC, predict the reaction product. The product is: [CH3:31][N:32]([CH3:33])[C:18]([C@@H:16]1[CH2:17][C@H:15]1[C:12]1[CH:13]=[CH:14][C:9]([NH:8][CH2:7][C:6]2[S:5][C:4]([C:21]3[CH:26]=[CH:25][C:24]([C:27]([F:29])([F:28])[F:30])=[CH:23][CH:22]=3)=[N:3][C:2]=2[CH3:1])=[CH:10][CH:11]=1)=[O:20]. (2) Given the reactants [CH3:1][N:2]1[CH2:7][CH2:6][CH:5]([C:8]([O:10]C)=[O:9])[CH2:4][C:3]1=[O:12].[OH-].[Na+].CO, predict the reaction product. The product is: [CH3:1][N:2]1[CH2:7][CH2:6][CH:5]([C:8]([OH:10])=[O:9])[CH2:4][C:3]1=[O:12].